From a dataset of Full USPTO retrosynthesis dataset with 1.9M reactions from patents (1976-2016). Predict the reactants needed to synthesize the given product. (1) Given the product [O:10]1[C:9]2([CH2:8][CH2:7][CH:6]([CH2:4][OH:5])[CH2:12][CH2:11]2)[O:15][CH2:14][CH2:13]1, predict the reactants needed to synthesize it. The reactants are: CCO[C:4]([CH:6]1[CH2:12][CH2:11][C:9](=[O:10])[CH2:8][CH2:7]1)=[O:5].[CH2:13](O)[CH2:14][OH:15].[H-].[Al+3].[Li+].[H-].[H-].[H-].[OH-].[Na+]. (2) Given the product [NH2:33][C:29]1[CH:30]=[C:31]([CH3:32])[C:26]([N:23]2[CH2:22][CH2:21][N:20]([C:18]([C:12]3[C:13]([F:17])=[CH:14][CH:15]=[CH:16][C:11]=3[F:10])=[O:19])[CH2:25][CH2:24]2)=[N:27][CH:28]=1, predict the reactants needed to synthesize it. The reactants are: [O-]S(S([O-])=O)=O.[Na+].[Na+].N.[F:10][C:11]1[CH:16]=[CH:15][CH:14]=[C:13]([F:17])[C:12]=1[C:18]([N:20]1[CH2:25][CH2:24][N:23]([C:26]2[C:31]([CH3:32])=[CH:30][C:29]([N+:33]([O-])=O)=[CH:28][N:27]=2)[CH2:22][CH2:21]1)=[O:19]. (3) Given the product [NH:32]1[C:31]2[CH:33]=[CH:34][CH:35]=[CH:36][C:30]=2[N:29]=[C:28]1[CH2:27][N:16]([CH2:15][C:14]1[CH:13]=[CH:12][C:11]([CH2:10][NH:9][CH2:7][C:5]2[N:6]=[C:2]([CH3:1])[NH:3][CH:4]=2)=[CH:38][CH:37]=1)[CH:17]1[C:26]2[N:25]=[CH:24][CH:23]=[CH:22][C:21]=2[CH2:20][CH2:19][CH2:18]1, predict the reactants needed to synthesize it. The reactants are: [CH3:1][C:2]1[NH:3][CH:4]=[C:5]([CH:7]=O)[N:6]=1.[NH2:9][CH2:10][C:11]1[CH:38]=[CH:37][C:14]([CH2:15][N:16]([CH2:27][C:28]2[NH:32][C:31]3[CH:33]=[CH:34][CH:35]=[CH:36][C:30]=3[N:29]=2)[CH:17]2[C:26]3[N:25]=[CH:24][CH:23]=[CH:22][C:21]=3[CH2:20][CH2:19][CH2:18]2)=[CH:13][CH:12]=1.[BH4-].[Na+]. (4) Given the product [CH3:21][C:20]([CH3:22])([CH3:23])[C:19](=[O:24])[CH2:18][O:17][C:16]1[CH:25]=[CH:26][C:13]([C:8]([C:5]2[CH:6]=[CH:7][C:2]([NH:1][S:31]([C:30]([F:36])([F:35])[F:29])(=[O:33])=[O:32])=[C:3]([CH3:28])[CH:4]=2)([CH2:11][CH3:12])[CH2:9][CH3:10])=[CH:14][C:15]=1[CH3:27], predict the reactants needed to synthesize it. The reactants are: [NH2:1][C:2]1[CH:7]=[CH:6][C:5]([C:8]([C:13]2[CH:26]=[CH:25][C:16]([O:17][CH2:18][C:19](=[O:24])[C:20]([CH3:23])([CH3:22])[CH3:21])=[C:15]([CH3:27])[CH:14]=2)([CH2:11][CH3:12])[CH2:9][CH3:10])=[CH:4][C:3]=1[CH3:28].[F:29][C:30]([F:36])([F:35])[S:31](Cl)(=[O:33])=[O:32]. (5) Given the product [F:40][C:31]1[CH:32]=[C:33]([CH:34]2[CH2:39][CH2:38][O:37][CH2:36][CH2:35]2)[C:28]([O:27][CH:25]2[CH2:26][CH:23]([C:21]([C:5]3[N:4]([CH2:3][O:2][CH3:1])[C:8]4[CH:9]=[CH:10][CH:11]=[CH:12][C:7]=4[N:6]=3)=[O:22])[CH2:24]2)=[N:29][CH:30]=1, predict the reactants needed to synthesize it. The reactants are: [CH3:1][O:2][CH2:3][N:4]1[C:8]2[CH:9]=[CH:10][CH:11]=[CH:12][C:7]=2[N:6]=[CH:5]1.C([Li])CCC.CON(C)[C:21]([CH:23]1[CH2:26][CH:25]([O:27][C:28]2[C:33]([CH:34]3[CH2:39][CH2:38][O:37][CH2:36][CH2:35]3)=[CH:32][C:31]([F:40])=[CH:30][N:29]=2)[CH2:24]1)=[O:22].